From a dataset of Peptide-MHC class II binding affinity with 134,281 pairs from IEDB. Regression. Given a peptide amino acid sequence and an MHC pseudo amino acid sequence, predict their binding affinity value. This is MHC class II binding data. (1) The peptide sequence is KHIVWASRELERFAV. The MHC is DRB5_0101 with pseudo-sequence DRB5_0101. The binding affinity (normalized) is 0.598. (2) The peptide sequence is PPPPQLGASPYKLGP. The MHC is HLA-DQA10104-DQB10503 with pseudo-sequence HLA-DQA10104-DQB10503. The binding affinity (normalized) is 0.